From a dataset of Peptide-MHC class I binding affinity with 185,985 pairs from IEDB/IMGT. Regression. Given a peptide amino acid sequence and an MHC pseudo amino acid sequence, predict their binding affinity value. This is MHC class I binding data. The binding affinity (normalized) is 0.0570. The peptide sequence is TAVNEEWLT. The MHC is HLA-A02:01 with pseudo-sequence HLA-A02:01.